Dataset: NCI-60 drug combinations with 297,098 pairs across 59 cell lines. Task: Regression. Given two drug SMILES strings and cell line genomic features, predict the synergy score measuring deviation from expected non-interaction effect. (1) Drug 1: C1=NC(=NC(=O)N1C2C(C(C(O2)CO)O)O)N. Drug 2: CCN(CC)CCCC(C)NC1=C2C=C(C=CC2=NC3=C1C=CC(=C3)Cl)OC. Cell line: HS 578T. Synergy scores: CSS=24.8, Synergy_ZIP=-1.68, Synergy_Bliss=1.90, Synergy_Loewe=-6.54, Synergy_HSA=1.89. (2) Drug 1: C1CCN(CC1)CCOC2=CC=C(C=C2)C(=O)C3=C(SC4=C3C=CC(=C4)O)C5=CC=C(C=C5)O. Drug 2: C1=NC2=C(N=C(N=C2N1C3C(C(C(O3)CO)O)O)F)N. Cell line: ACHN. Synergy scores: CSS=3.70, Synergy_ZIP=-1.58, Synergy_Bliss=-1.61, Synergy_Loewe=-2.84, Synergy_HSA=-3.13. (3) Drug 1: C1=NC2=C(N1)C(=S)N=C(N2)N. Drug 2: C(CCl)NC(=O)N(CCCl)N=O. Cell line: K-562. Synergy scores: CSS=37.1, Synergy_ZIP=-2.81, Synergy_Bliss=-2.55, Synergy_Loewe=-18.9, Synergy_HSA=-2.24.